Dataset: Full USPTO retrosynthesis dataset with 1.9M reactions from patents (1976-2016). Task: Predict the reactants needed to synthesize the given product. (1) Given the product [Br:1][CH:40]([C:37]1[N:36]=[C:35]([C:31]2[CH:32]=[CH:33][CH:34]=[C:29]([Cl:28])[CH:30]=2)[O:39][N:38]=1)[CH3:41], predict the reactants needed to synthesize it. The reactants are: [Br:1]N1C(=O)CCC1=O.C1(P(C2C=CC=CC=2)C2C=CC=CC=2)C=CC=CC=1.[Cl:28][C:29]1[CH:30]=[C:31]([C:35]2[O:39][N:38]=[C:37]([CH:40](O)[CH3:41])[N:36]=2)[CH:32]=[CH:33][CH:34]=1. (2) Given the product [F:36][C:37]([F:50])([F:49])[S:38]([O:26][C:23]1[CH:24]=[CH:25][C:20]([CH2:19][CH2:18][N:10]([C:11]([O:12][C:13]([CH3:16])([CH3:14])[CH3:15])=[O:17])[CH2:9][C@@H:8]([C:4]2[CH:5]=[CH:6][CH:7]=[C:2]([Cl:1])[CH:3]=2)[OH:27])=[CH:21][CH:22]=1)(=[O:40])=[O:39], predict the reactants needed to synthesize it. The reactants are: [Cl:1][C:2]1[CH:3]=[C:4]([C@@H:8]([OH:27])[CH2:9][N:10]([CH2:18][CH2:19][C:20]2[CH:25]=[CH:24][C:23]([OH:26])=[CH:22][CH:21]=2)[C:11](=[O:17])[O:12][C:13]([CH3:16])([CH3:15])[CH3:14])[CH:5]=[CH:6][CH:7]=1.N1C(C)=CC=CC=1C.[F:36][C:37]([F:50])([F:49])[S:38](O[S:38]([C:37]([F:50])([F:49])[F:36])(=[O:40])=[O:39])(=[O:40])=[O:39]. (3) Given the product [CH2:1]([O:8][C:9]1[CH:18]=[CH:17][CH:16]=[C:15]2[C:10]=1[CH2:11][CH2:12][CH2:13][CH:14]2[C:19]([N:35]([CH2:34][C:32]1[CH:31]=[N:30][N:29]([CH2:22][C:23]2[CH:24]=[CH:25][CH:26]=[CH:27][CH:28]=2)[CH:33]=1)[C:36]1[CH:41]=[CH:40][C:39]([CH:42]([CH3:44])[CH3:43])=[CH:38][CH:37]=1)=[O:20])[C:2]1[CH:3]=[CH:4][CH:5]=[CH:6][CH:7]=1, predict the reactants needed to synthesize it. The reactants are: [CH2:1]([O:8][C:9]1[CH:18]=[CH:17][CH:16]=[C:15]2[C:10]=1[CH2:11][CH2:12][CH2:13][CH:14]2[C:19](O)=[O:20])[C:2]1[CH:7]=[CH:6][CH:5]=[CH:4][CH:3]=1.[CH2:22]([N:29]1[CH:33]=[C:32]([CH2:34][NH:35][C:36]2[CH:41]=[CH:40][C:39]([CH:42]([CH3:44])[CH3:43])=[CH:38][CH:37]=2)[CH:31]=[N:30]1)[C:23]1[CH:28]=[CH:27][CH:26]=[CH:25][CH:24]=1. (4) Given the product [C:16]1([S:13]([N:12]([C:3]2[CH:4]=[C:5]([C:8]([F:10])([F:11])[F:9])[CH:6]=[CH:7][C:2]=2[Cl:1])[CH2:23][C:24]([NH:26][C:27]2[CH:28]=[CH:29][C:30]3[S:34][C:33]([CH3:35])=[N:32][C:31]=3[CH:36]=2)=[O:25])(=[O:15])=[O:14])[CH:17]=[CH:18][CH:19]=[CH:20][CH:21]=1, predict the reactants needed to synthesize it. The reactants are: [Cl:1][C:2]1[CH:7]=[CH:6][C:5]([C:8]([F:11])([F:10])[F:9])=[CH:4][C:3]=1[NH:12][S:13]([C:16]1[CH:21]=[CH:20][CH:19]=[CH:18][CH:17]=1)(=[O:15])=[O:14].Br[CH2:23][C:24]([NH:26][C:27]1[CH:28]=[CH:29][C:30]2[S:34][C:33]([CH3:35])=[N:32][C:31]=2[CH:36]=1)=[O:25].C(=O)([O-])[O-].[K+].[K+]. (5) Given the product [OH:43][CH2:42][C@H:37]1[O:36][C:35]([CH3:34])([CH3:44])[O:39][C@H:38]1[CH:40]=[CH:20][C:21]([O:23][CH2:24][CH3:25])=[O:22], predict the reactants needed to synthesize it. The reactants are: C1(P(=[CH:20][C:21]([O:23][CH3:24])=[O:22])(C2C=CC=CC=2)C2C=CC=CC=2)C=CC=CC=1.[C:25](O)(=O)C1C=CC=CC=1.[CH3:34][C:35]1([CH3:44])[O:39][C@@H:38]2[CH2:40]O[CH:42]([OH:43])[C@@H:37]2[O:36]1. (6) Given the product [OH:15][CH:16]([OH:19])[CH2:17][N:8]1[CH:9]=[CH:10][C:11]2[O:3][CH:4]=[CH:5][C:6]=2[C:7]1=[O:12], predict the reactants needed to synthesize it. The reactants are: [H-].[Na+].[O:3]1[C:11]2[CH:10]=[CH:9][NH:8][C:7](=[O:12])[C:6]=2[CH:5]=[CH:4]1.C([O:15][CH:16]([O:19]CC)[CH2:17]Br)C.O. (7) Given the product [NH2:1][C:4]1[CH:5]=[CH:6][C:7]([N:10]2[CH2:15][CH2:14][N:13]3[C:16](=[O:19])[CH2:17][CH2:18][CH:12]3[CH2:11]2)=[CH:8][CH:9]=1, predict the reactants needed to synthesize it. The reactants are: [N+:1]([C:4]1[CH:9]=[CH:8][C:7]([N:10]2[CH2:15][CH2:14][N:13]3[C:16](=[O:19])[CH2:17][CH2:18][CH:12]3[CH2:11]2)=[CH:6][CH:5]=1)([O-])=O.[NH4+].[Cl-]. (8) The reactants are: [F:1][C:2]1[C:10]2[O:9][CH2:8][CH:7](O)[C:6]=2[CH:5]=[CH:4][CH:3]=1.O=S(Cl)Cl. Given the product [F:1][C:2]1[C:10]2[O:9][CH:8]=[CH:7][C:6]=2[CH:5]=[CH:4][CH:3]=1, predict the reactants needed to synthesize it.